Dataset: Forward reaction prediction with 1.9M reactions from USPTO patents (1976-2016). Task: Predict the product of the given reaction. (1) Given the reactants F[C:2]1[CH:7]=[CH:6][C:5]([C:8]([F:11])([F:10])[F:9])=[CH:4][C:3]=1[N+:12]([O-:14])=[O:13].[OH:15][C:16]1[CH:21]=[CH:20][C:19]([CH2:22][C:23]([O:25][CH3:26])=[O:24])=[CH:18][CH:17]=1.C(=O)([O-])[O-].[K+].[K+].O, predict the reaction product. The product is: [CH3:26][O:25][C:23](=[O:24])[CH2:22][C:19]1[CH:20]=[CH:21][C:16]([O:15][C:2]2[CH:7]=[CH:6][C:5]([C:8]([F:11])([F:10])[F:9])=[CH:4][C:3]=2[N+:12]([O-:14])=[O:13])=[CH:17][CH:18]=1. (2) Given the reactants [C:1]([O:5][C:6]([N:8]1[CH:20]([C:21]([OH:23])=[O:22])[C:19]([CH3:25])([CH3:24])[C:18]2[C:17]3[C:12](=[CH:13][CH:14]=[CH:15][CH:16]=3)[NH:11][C:10]=2[CH2:9]1)=[O:7])([CH3:4])([CH3:3])[CH3:2].[H-].[Na+].[F:28][C:29]1[CH:36]=[CH:35][C:32]([CH2:33]Br)=[CH:31][CH:30]=1, predict the reaction product. The product is: [C:1]([O:5][C:6]([N:8]1[CH:20]([C:21]([OH:23])=[O:22])[C:19]([CH3:25])([CH3:24])[C:18]2[C:17]3[C:12](=[CH:13][CH:14]=[CH:15][CH:16]=3)[N:11]([CH2:33][C:32]3[CH:35]=[CH:36][C:29]([F:28])=[CH:30][CH:31]=3)[C:10]=2[CH2:9]1)=[O:7])([CH3:4])([CH3:2])[CH3:3]. (3) Given the reactants CS(O[CH2:6][C:7]1[CH:11]=[C:10]([C:12]([F:15])([F:14])[F:13])[O:9][N:8]=1)(=O)=O.[N-:16]=[N+:17]=[N-:18].[Na+].O, predict the reaction product. The product is: [N:16]([CH2:6][C:7]1[CH:11]=[C:10]([C:12]([F:15])([F:14])[F:13])[O:9][N:8]=1)=[N+:17]=[N-:18].